From a dataset of Full USPTO retrosynthesis dataset with 1.9M reactions from patents (1976-2016). Predict the reactants needed to synthesize the given product. (1) Given the product [CH3:1][O:2][C:3]1[CH:8]=[C:7]([O:9][CH3:10])[CH:6]=[CH:5][C:4]=1[CH:11]1[S:27][CH2:26][CH2:25][N:24]=[C:13]([C:15]2[C:16](=[O:23])[O:17][C:18]([CH3:22])=[CH:19][C:20]=2[OH:21])[CH2:12]1, predict the reactants needed to synthesize it. The reactants are: [CH3:1][O:2][C:3]1[CH:8]=[C:7]([O:9][CH3:10])[CH:6]=[CH:5][C:4]=1[CH:11]=[CH:12][C:13]([C:15]1[C:16](=[O:23])[O:17][C:18]([CH3:22])=[CH:19][C:20]=1[OH:21])=O.[NH2:24][CH2:25][CH2:26][SH:27].CCCCCC.C(OCC)(=O)C.C(Cl)Cl.C(OCC)(=O)C.CC(C)=O. (2) The reactants are: [F:1][C:2]1[CH:7]=[CH:6][C:5]([C:8](=[O:20])[NH:9][CH:10]2[CH2:18][C:17]3[C:12](=[CH:13][CH:14]=[CH:15][CH:16]=3)[CH:11]2[OH:19])=[CH:4][C:3]=1[NH:21][C:22]([C:24]1[N:28]2[CH:29]=[CH:30][C:31](Br)=[CH:32][C:27]2=[N:26][CH:25]=1)=[O:23].CC1(C)C(C)(C)OB([N:42]2[CH:46]=[CH:45][CH:44]=[N:43]2)O1.[C:48](=O)([O-])[O-].[Cs+].[Cs+].C(Cl)Cl. Given the product [F:1][C:2]1[CH:7]=[CH:6][C:5]([C:8](=[O:20])[NH:9][CH:10]2[CH2:18][C:17]3[C:12](=[CH:13][CH:14]=[CH:15][CH:16]=3)[CH:11]2[OH:19])=[CH:4][C:3]=1[NH:21][C:22]([C:24]1[N:28]2[CH:29]=[CH:30][C:31]([C:46]3[N:42]([CH3:48])[N:43]=[CH:44][CH:45]=3)=[CH:32][C:27]2=[N:26][CH:25]=1)=[O:23], predict the reactants needed to synthesize it.